This data is from Full USPTO retrosynthesis dataset with 1.9M reactions from patents (1976-2016). The task is: Predict the reactants needed to synthesize the given product. (1) Given the product [C:23]1([N:29]2[CH:34]=[CH:33][C:32]([CH2:35][CH2:36][C:37]3[N:38]=[N:39][NH:40][CH:41]=3)=[C:31]([O:42][CH3:43])[C:30]2=[S:10])[CH:28]=[CH:27][CH:26]=[CH:25][CH:24]=1, predict the reactants needed to synthesize it. The reactants are: COC1C=CC(P2(SP(C3C=CC(OC)=CC=3)(=S)S2)=[S:10])=CC=1.[C:23]1([N:29]2[CH:34]=[CH:33][C:32]([CH2:35][CH2:36][C:37]3[N:38]=[N:39][NH:40][CH:41]=3)=[C:31]([O:42][CH3:43])[C:30]2=O)[CH:28]=[CH:27][CH:26]=[CH:25][CH:24]=1. (2) Given the product [CH:17]([C:14]1[CH:13]=[CH:12][C:11]([CH:7]2[C:6]3[C:5]([CH3:20])=[C:4]([NH:21][C:22](=[O:28])[CH2:23][C:24]([CH3:26])([CH3:27])[CH3:25])[C:3]([CH3:29])=[C:2]([C:35]4[CH:36]=[CH:37][C:32]([O:31][CH3:30])=[CH:33][CH:34]=4)[C:10]=3[O:9][CH2:8]2)=[CH:16][CH:15]=1)([CH3:19])[CH3:18], predict the reactants needed to synthesize it. The reactants are: Br[C:2]1[C:10]2[O:9][CH2:8][CH:7]([C:11]3[CH:16]=[CH:15][C:14]([CH:17]([CH3:19])[CH3:18])=[CH:13][CH:12]=3)[C:6]=2[C:5]([CH3:20])=[C:4]([NH:21][C:22](=[O:28])[CH2:23][C:24]([CH3:27])([CH3:26])[CH3:25])[C:3]=1[CH3:29].[CH3:30][O:31][C:32]1[CH:37]=[CH:36][C:35](B(O)O)=[CH:34][CH:33]=1. (3) Given the product [Br:1][C:2]1[CH:14]=[CH:13][C:12]2[C:11]3[C:6](=[CH:7][C:8]([O:15][CH2:33][CH2:34][CH2:35][CH2:36][CH2:37][CH2:38][CH2:39][CH3:40])=[CH:9][CH:10]=3)[C:5]([CH2:24][CH2:25][CH2:26][CH2:27][CH2:28][CH2:29][CH2:30][CH3:31])([CH2:16][CH2:17][CH2:18][CH2:19][CH2:20][CH2:21][CH2:22][CH3:23])[C:4]=2[CH:3]=1, predict the reactants needed to synthesize it. The reactants are: [Br:1][C:2]1[CH:14]=[CH:13][C:12]2[C:11]3[C:6](=[CH:7][C:8]([OH:15])=[CH:9][CH:10]=3)[C:5]([CH2:24][CH2:25][CH2:26][CH2:27][CH2:28][CH2:29][CH2:30][CH3:31])([CH2:16][CH2:17][CH2:18][CH2:19][CH2:20][CH2:21][CH2:22][CH3:23])[C:4]=2[CH:3]=1.Br[CH2:33][CH2:34][CH2:35][CH2:36][CH2:37][CH2:38][CH2:39][CH3:40].C(=O)([O-])[O-].[K+].[K+]. (4) Given the product [F:35][C:2]([F:1])([F:34])[C:3]1[CH:4]=[C:5]([C@H:13]([O:15][CH:16]2[O:24][CH2:23][C@@H:19]3[CH2:20][N:21]([C:36]4[CH2:40][CH2:39][C:38](=[O:41])[CH:37]=4)[CH2:22][C@H:18]3[C@@H:17]2[C:25]2[CH:30]=[C:29]([I:31])[C:28]([F:32])=[CH:27][C:26]=2[CH3:33])[CH3:14])[CH:6]=[C:7]([C:9]([F:10])([F:11])[F:12])[CH:8]=1, predict the reactants needed to synthesize it. The reactants are: [F:1][C:2]([F:35])([F:34])[C:3]1[CH:4]=[C:5]([C@H:13]([O:15][C@H:16]2[O:24][CH2:23][C@@H:19]3[CH2:20][NH:21][CH2:22][C@H:18]3[C@@H:17]2[C:25]2[CH:30]=[C:29]([I:31])[C:28]([F:32])=[CH:27][C:26]=2[CH3:33])[CH3:14])[CH:6]=[C:7]([C:9]([F:12])([F:11])[F:10])[CH:8]=1.[C:36]1(=O)[CH2:40][CH2:39][C:38](=[O:41])[CH2:37]1. (5) Given the product [C:1]([O:5][C:6]([NH:8][C@@H:9]([C:12]1[CH:13]=[C:14]([C:18]2[CH:23]=[C:22]([C:24](=[O:36])[NH:25][C@@H:26]3[C:35]4[C:30](=[CH:31][CH:32]=[CH:33][CH:34]=4)[O:29][CH2:28][CH2:27]3)[CH:21]=[C:20]([CH2:37][O:38][C:39]3[CH:44]=[CH:43][CH:42]=[CH:41][C:40]=3[CH2:45][C:46]([OH:48])=[O:47])[CH:19]=2)[CH:15]=[CH:16][CH:17]=1)[CH2:10][OH:11])=[O:7])([CH3:4])([CH3:2])[CH3:3], predict the reactants needed to synthesize it. The reactants are: [C:1]([O:5][C:6]([NH:8][C@@H:9]([C:12]1[CH:13]=[C:14]([C:18]2[CH:23]=[C:22]([C:24](=[O:36])[NH:25][C@@H:26]3[C:35]4[C:30](=[CH:31][CH:32]=[CH:33][CH:34]=4)[O:29][CH2:28][CH2:27]3)[CH:21]=[C:20]([CH2:37][O:38][C:39]3[CH:44]=[CH:43][CH:42]=[CH:41][C:40]=3[CH2:45][C:46]([O:48]C)=[O:47])[CH:19]=2)[CH:15]=[CH:16][CH:17]=1)[CH2:10][OH:11])=[O:7])([CH3:4])([CH3:3])[CH3:2].[Li+].[OH-].O. (6) Given the product [F:1][C:2]1[CH:7]=[C:6]([F:8])[CH:5]=[CH:4][C:3]=1[C:9]1[CH:14]=[C:13]([N:15]2[C:19]3[CH:20]=[CH:21][C:22]([C:24]4[N:25]=[N:26][N:27]([CH:29]5[CH2:30][CH2:31][O:32][CH2:33][CH2:34]5)[CH:28]=4)=[CH:23][C:18]=3[N:17]=[CH:16]2)[CH:12]=[C:11]([NH:35][S:44]([CH2:42][CH3:43])(=[O:46])=[O:45])[CH:10]=1, predict the reactants needed to synthesize it. The reactants are: [F:1][C:2]1[CH:7]=[C:6]([F:8])[CH:5]=[CH:4][C:3]=1[C:9]1[CH:14]=[C:13]([N:15]2[C:19]3[CH:20]=[CH:21][C:22]([C:24]4[N:25]=[N:26][N:27]([CH:29]5[CH2:34][CH2:33][O:32][CH2:31][CH2:30]5)[CH:28]=4)=[CH:23][C:18]=3[N:17]=[CH:16]2)[CH:12]=[C:11]([NH2:35])[CH:10]=1.N1C=CC=CC=1.[CH2:42]([S:44](Cl)(=[O:46])=[O:45])[CH3:43]. (7) Given the product [CH3:40][O:41][CH2:42][C:43]1[S:47][C:46]([CH2:48][N:49]2[N:53]=[C:52]([NH:54][C:14]([C:10]3[N:11]=[CH:12][O:13][C:9]=3[C:3]3[CH:4]=[CH:5][CH:6]=[CH:7][CH:8]=3)=[O:16])[CH:51]=[N:50]2)=[N:45][CH:44]=1, predict the reactants needed to synthesize it. The reactants are: N#N.[C:3]1([C:9]2[O:13][CH:12]=[N:11][C:10]=2[C:14]([OH:16])=O)[CH:8]=[CH:7][CH:6]=[CH:5][CH:4]=1.C1C=CC2N(O)N=NC=2C=1.C(Cl)CCl.CCN(C(C)C)C(C)C.[CH3:40][O:41][CH2:42][C:43]1[S:47][C:46]([CH2:48][N:49]2[N:53]=[C:52]([NH2:54])[CH:51]=[N:50]2)=[N:45][CH:44]=1.